From a dataset of NCI-60 drug combinations with 297,098 pairs across 59 cell lines. Regression. Given two drug SMILES strings and cell line genomic features, predict the synergy score measuring deviation from expected non-interaction effect. (1) Synergy scores: CSS=53.1, Synergy_ZIP=1.01, Synergy_Bliss=2.91, Synergy_Loewe=1.70, Synergy_HSA=0.881. Cell line: ACHN. Drug 1: CCC1(CC2CC(C3=C(CCN(C2)C1)C4=CC=CC=C4N3)(C5=C(C=C6C(=C5)C78CCN9C7C(C=CC9)(C(C(C8N6C=O)(C(=O)OC)O)OC(=O)C)CC)OC)C(=O)OC)O.OS(=O)(=O)O. Drug 2: CC1C(C(CC(O1)OC2CC(OC(C2O)C)OC3=CC4=CC5=C(C(=O)C(C(C5)C(C(=O)C(C(C)O)O)OC)OC6CC(C(C(O6)C)O)OC7CC(C(C(O7)C)O)OC8CC(C(C(O8)C)O)(C)O)C(=C4C(=C3C)O)O)O)O. (2) Drug 1: C1CCN(CC1)CCOC2=CC=C(C=C2)C(=O)C3=C(SC4=C3C=CC(=C4)O)C5=CC=C(C=C5)O. Drug 2: CCCCC(=O)OCC(=O)C1(CC(C2=C(C1)C(=C3C(=C2O)C(=O)C4=C(C3=O)C=CC=C4OC)O)OC5CC(C(C(O5)C)O)NC(=O)C(F)(F)F)O. Cell line: SK-MEL-2. Synergy scores: CSS=-0.825, Synergy_ZIP=1.67, Synergy_Bliss=3.92, Synergy_Loewe=1.21, Synergy_HSA=0.705. (3) Drug 1: CCC1=CC2CC(C3=C(CN(C2)C1)C4=CC=CC=C4N3)(C5=C(C=C6C(=C5)C78CCN9C7C(C=CC9)(C(C(C8N6C)(C(=O)OC)O)OC(=O)C)CC)OC)C(=O)OC.C(C(C(=O)O)O)(C(=O)O)O. Drug 2: C1CN1P(=S)(N2CC2)N3CC3. Cell line: NCI-H322M. Synergy scores: CSS=8.24, Synergy_ZIP=-2.08, Synergy_Bliss=-4.20, Synergy_Loewe=-39.5, Synergy_HSA=-8.19. (4) Drug 1: CCC1=CC2CC(C3=C(CN(C2)C1)C4=CC=CC=C4N3)(C5=C(C=C6C(=C5)C78CCN9C7C(C=CC9)(C(C(C8N6C)(C(=O)OC)O)OC(=O)C)CC)OC)C(=O)OC.C(C(C(=O)O)O)(C(=O)O)O. Drug 2: CCC1(CC2CC(C3=C(CCN(C2)C1)C4=CC=CC=C4N3)(C5=C(C=C6C(=C5)C78CCN9C7C(C=CC9)(C(C(C8N6C)(C(=O)OC)O)OC(=O)C)CC)OC)C(=O)OC)O.OS(=O)(=O)O. Cell line: UACC62. Synergy scores: CSS=50.8, Synergy_ZIP=-8.28, Synergy_Bliss=-4.96, Synergy_Loewe=-4.64, Synergy_HSA=-0.858.